Predict the reaction yield, written as a fraction of the theoretical maximum amount of product (1.0 means a 100% yield; for example, 0.34 means a 34% yield). From a dataset of Reaction yield outcomes from USPTO patents with 853,638 reactions. (1) The reactants are [NH2:1][C:2]1[CH:7]=[CH:6][CH:5]=[CH:4][C:3]=1[C:8]1[CH:13]=[CH:12][CH:11]=[CH:10][CH:9]=1.Cl.[N:15]([O-])=O.[Na+].[C:19]([CH2:21][C:22]([NH:24][CH2:25][CH:26]1[CH2:28][CH2:27]1)=[O:23])#[N:20].C([O-])(=O)C.[Na+].C(=O)([O-])[O-].[Na+].[Na+].C(=O)=O. The catalyst is C(O)(=O)C.O.C(O)C. The product is [C:3]1([C:8]2[CH:9]=[CH:10][CH:11]=[CH:12][CH:13]=2)[CH:4]=[CH:5][CH:6]=[CH:7][C:2]=1[NH:1][N:15]=[C:21]([C:19]#[N:20])[C:22]([NH:24][CH2:25][CH:26]1[CH2:28][CH2:27]1)=[O:23]. The yield is 0.360. (2) The reactants are FC(F)(F)C(O)=O.C([O:15][C:16]1[CH:35]=[CH:34][C:19]([CH2:20][C:21]2[O:25][N:24]=[C:23]([C:26]3[C:27]([NH2:33])=[N:28][CH:29]=[C:30]([Cl:32])[CH:31]=3)[CH:22]=2)=[CH:18][CH:17]=1)C1C=CC=CC=1.C1(SC)C=CC=CC=1.C(=O)([O-])O.[Na+]. The catalyst is O. The product is [NH2:33][C:27]1[C:26]([C:23]2[CH:22]=[C:21]([CH2:20][C:19]3[CH:34]=[CH:35][C:16]([OH:15])=[CH:17][CH:18]=3)[O:25][N:24]=2)=[CH:31][C:30]([Cl:32])=[CH:29][N:28]=1. The yield is 0.620.